This data is from Full USPTO retrosynthesis dataset with 1.9M reactions from patents (1976-2016). The task is: Predict the reactants needed to synthesize the given product. (1) Given the product [NH2:25][C:21]1[CH:20]=[C:19]([S:16]([NH:15][C:11]2[CH:12]=[CH:13][CH:14]=[C:9]([NH:8][C:6]3[C:5]([Cl:28])=[CH:4][N:3]=[C:2]([Cl:1])[N:7]=3)[CH:10]=2)(=[O:17])=[O:18])[CH:24]=[CH:23][CH:22]=1, predict the reactants needed to synthesize it. The reactants are: [Cl:1][C:2]1[N:7]=[C:6]([NH:8][C:9]2[CH:10]=[C:11]([NH:15][S:16]([C:19]3[CH:24]=[CH:23][CH:22]=[C:21]([N+:25]([O-])=O)[CH:20]=3)(=[O:18])=[O:17])[CH:12]=[CH:13][CH:14]=2)[C:5]([Cl:28])=[CH:4][N:3]=1. (2) Given the product [F:17][C:13]1[CH:12]=[C:11]2[C:16]([C:8]([C:5]3[CH:4]=[CH:3][C:2]([NH:37][CH:34]4[CH2:35][CH2:36][N:31]([S:28]([CH3:27])(=[O:30])=[O:29])[CH2:32][CH2:33]4)=[N:7][CH:6]=3)=[CH:9][NH:10]2)=[CH:15][CH:14]=1, predict the reactants needed to synthesize it. The reactants are: Cl[C:2]1[N:7]=[CH:6][C:5]([C:8]2[C:16]3[C:11](=[CH:12][C:13]([F:17])=[CH:14][CH:15]=3)[N:10](S(C3C=CC=CC=3)(=O)=O)[CH:9]=2)=[CH:4][CH:3]=1.[CH3:27][S:28]([N:31]1[CH2:36][CH2:35][CH:34]([NH2:37])[CH2:33][CH2:32]1)(=[O:30])=[O:29]. (3) Given the product [O:28]1[CH:29]=[C:25]([CH:10]([NH2:9])[CH:11]2[CH2:12][CH2:13][N:14]([C@H:16]([C:18]3[CH:23]=[CH:22][CH:21]=[CH:20][CH:19]=3)[CH3:17])[CH2:15]2)[N:26]=[CH:27]1, predict the reactants needed to synthesize it. The reactants are: C(O[N:9]=[C:10]([C:25]1[N:26]=[CH:27][O:28][CH:29]=1)[CH:11]1[CH2:15][N:14]([C@H:16]([C:18]2[CH:23]=[CH:22][CH:21]=[CH:20][CH:19]=2)[CH3:17])[C:13](=O)[CH2:12]1)C1C=CC=CC=1. (4) Given the product [C:20]([O:1][C:2]1[C:3]2[CH2:4][CH2:5][CH2:6][C:7](=[O:12])[C:8]=2[CH:9]=[CH:10][CH:11]=1)(=[O:25])[C:21]([CH3:24])([CH3:23])[CH3:22], predict the reactants needed to synthesize it. The reactants are: [OH:1][C:2]1[CH:11]=[CH:10][CH:9]=[C:8]2[C:3]=1[CH2:4][CH2:5][CH2:6][C:7]2=[O:12].C(N(CC)CC)C.[C:20](Cl)(=[O:25])[C:21]([CH3:24])([CH3:23])[CH3:22].O. (5) Given the product [Cl:1][C:2]1[CH:7]=[CH:6][C:5]([CH:8]([C:19]2[CH:20]=[CH:21][C:22]([S:25]([CH3:28])(=[O:26])=[O:27])=[CH:23][CH:24]=2)[CH2:9][C:10]([C:12]2[CH:13]=[CH:14][C:15](=[O:18])[N:16]([CH2:31][CH2:32][OH:33])[CH:17]=2)=[O:11])=[C:4]([CH3:29])[CH:3]=1, predict the reactants needed to synthesize it. The reactants are: [Cl:1][C:2]1[CH:7]=[CH:6][C:5]([CH:8]([C:19]2[CH:24]=[CH:23][C:22]([S:25]([CH3:28])(=[O:27])=[O:26])=[CH:21][CH:20]=2)[CH2:9][C:10]([C:12]2[CH:13]=[CH:14][C:15](=[O:18])[NH:16][CH:17]=2)=[O:11])=[C:4]([CH3:29])[CH:3]=1.Br[CH2:31][CH2:32][OH:33].C(=O)([O-])[O-].[K+].[K+].